Dataset: Full USPTO retrosynthesis dataset with 1.9M reactions from patents (1976-2016). Task: Predict the reactants needed to synthesize the given product. (1) Given the product [CH2:27]([NH:30][CH:23]1[CH2:24][CH2:25][N:20]([CH2:19][C:17]2[CH:16]=[CH:15][N:14]=[C:13]([C:5]3[CH:6]=[C:7]([O:11][CH3:12])[C:8]([O:9][CH3:10])=[C:3]([O:2][CH3:1])[CH:4]=3)[CH:18]=2)[CH2:21][CH2:22]1)[C:28]#[CH:29], predict the reactants needed to synthesize it. The reactants are: [CH3:1][O:2][C:3]1[CH:4]=[C:5]([C:13]2[CH:18]=[C:17]([CH2:19][N:20]3[CH2:25][CH2:24][C:23](=O)[CH2:22][CH2:21]3)[CH:16]=[CH:15][N:14]=2)[CH:6]=[C:7]([O:11][CH3:12])[C:8]=1[O:9][CH3:10].[CH2:27]([NH2:30])[C:28]#[CH:29]. (2) The reactants are: Cl.[CH2:2]([C:4]1[S:24][C:7]2[N:8]=[C:9]([S:18][CH2:19][C:20]([O:22][CH3:23])=[O:21])[N:10]=[C:11]([N:12]3[CH2:17][CH2:16][NH:15][CH2:14][CH2:13]3)[C:6]=2[CH:5]=1)[CH3:3].C(N(C(C)C)CC)(C)C.[F:34][C:35]1[CH:36]=[C:37]([CH:41]=[C:42]([F:44])[CH:43]=1)[C:38](Cl)=[O:39]. Given the product [F:34][C:35]1[CH:36]=[C:37]([CH:41]=[C:42]([F:44])[CH:43]=1)[C:38]([N:15]1[CH2:16][CH2:17][N:12]([C:11]2[C:6]3[CH:5]=[C:4]([CH2:2][CH3:3])[S:24][C:7]=3[N:8]=[C:9]([S:18][CH2:19][C:20]([O:22][CH3:23])=[O:21])[N:10]=2)[CH2:13][CH2:14]1)=[O:39], predict the reactants needed to synthesize it.